Dataset: Catalyst prediction with 721,799 reactions and 888 catalyst types from USPTO. Task: Predict which catalyst facilitates the given reaction. Reactant: C(N(CC)CC)C.[CH2:8]([NH2:12])[CH:9]([CH3:11])[CH3:10].[CH:13]1([C:16](Cl)=[O:17])[CH2:15][CH2:14]1. Product: [CH:9]1([CH2:8][NH:12][C:16](=[O:17])[CH:13]([CH3:15])[CH3:14])[CH2:11][CH2:10]1. The catalyst class is: 2.